From a dataset of Reaction yield outcomes from USPTO patents with 853,638 reactions. Predict the reaction yield, written as a fraction of the theoretical maximum amount of product (1.0 means a 100% yield; for example, 0.34 means a 34% yield). The reactants are COC[O:4][C:5]1[CH:10]=[CH:9][C:8]([C:11](=O)[CH2:12][C:13]2[CH:18]=[CH:17][CH:16]=[CH:15][CH:14]=2)=[CH:7][CH:6]=1.[CH2:20]([O:22][C:23]1[CH:24]=[C:25]([CH:28]=[C:29]([N+:32]([O-:34])=[O:33])[C:30]=1[OH:31])[CH:26]=O)[CH3:21].[NH2:35][C:36]([NH2:38])=[O:37].Cl. The catalyst is CCO. The product is [CH2:20]([O:22][C:23]1[CH:24]=[C:25]([CH:26]2[C:12]([C:13]3[CH:14]=[CH:15][CH:16]=[CH:17][CH:18]=3)=[C:11]([C:8]3[CH:7]=[CH:6][C:5]([OH:4])=[CH:10][CH:9]=3)[NH:38][C:36](=[O:37])[NH:35]2)[CH:28]=[C:29]([N+:32]([O-:34])=[O:33])[C:30]=1[OH:31])[CH3:21]. The yield is 0.450.